Dataset: Experimentally validated miRNA-target interactions with 360,000+ pairs, plus equal number of negative samples. Task: Binary Classification. Given a miRNA mature sequence and a target amino acid sequence, predict their likelihood of interaction. (1) The miRNA is hsa-miR-551b-3p with sequence GCGACCCAUACUUGGUUUCAG. The protein sequence of the target gene is MGKSNSKLKPEVVEELTRKTYFTEKEVQQWYKGFIKDCPSGQLDAAGFQKIYKQFFPFGDPTKFATFVFNVFDENKDGRIEFSEFIQALSVTSRGTLDEKLRWAFKLYDLDNDGYITRNEMLDIVDAIYQMVGNTVELPEEENTPEKRVDRIFAMMDKNADGKLTLQEFQEGSKADPSIVQALSLYDGLV. Result: 0 (no interaction). (2) The miRNA is hsa-miR-512-3p with sequence AAGUGCUGUCAUAGCUGAGGUC. The protein sequence of the target gene is MPRPELPLPEGWEEARDFDGKVYYIDHTNRTTSWIDPRDRYTKPLTFADCISDELPLGWEEAYDPQVGDYFIDHNTKTTQIEDPRVQWRREQEHMLKDYLVVAQEALSAQKEIYQVKQQRLELAQQEYQQLHAVWEHKLGSQVSLVSGSSSSSKYDPEILKAEIATAKSRVNKLKREMVHLQHELQFKERGFQTLKKIDKKMSDAQGSYKLDEAQAVLRETKAIKKAITCGEKEKQDLIKSLAMLKDGFRTDRGSHSDLWSSSSSLESSSFPLPKQYLDVSSQTDISGSFGINSNNQLAE.... Result: 1 (interaction). (3) Result: 0 (no interaction). The miRNA is hsa-miR-4786-5p with sequence UGAGACCAGGACUGGAUGCACC. The protein sequence of the target gene is MAAGGAAGLREEQRYGLACGRLGQDNITVLHVKLTETAIRALETYQSHKNLIPFRPSIQFQGLQGLMKIPKNDPFNEVQNFNFYLSNVGRDNPQGSFDCIQQTLSSSGASQLNCLGFIQDKITVCATNDSYQMTRERMTQAEEESRNRSTKVIKPGGPYVGKRVQIRKAPQAISDTVPERKRSTPMNPANTIRKMHSGNSVSQRPYRDRVIHLLALKAYKKPELLARLQKDGVNQKDKNSLGAILQQVANLNPKDLSYTLKDYVFKELQRDWPGYSETDRQTLDLVLSRKLNPSQNASTS.... (4) The miRNA is hsa-miR-6739-5p with sequence UGGGAAAGAGAAAGAACAAGUA. The protein sequence of the target gene is MVAGTRCLLALLLPQVLLGGAAGLVPELGRRKFAAASSGRPSSQPSDEVLSEFELRLLSMFGLKQRPTPSRDAVVPPYMLDLYRRHSGQPGSPAPDHRLERAASRANTVRSFHHEESLEELPETSGKTTRRFFFNLSSIPTEEFITSAELQVFREQMQDALGNNSSFHHRINIYEIIKPATANSKFPVTRLLDTRLVNQNASRWESFDVTPAVMRWTAQGHANHGFVVEVAHLEEKQGVSKRHVRISRSLHQDEHSWSQIRPLLVTFGHDGKGHPLHKREKRQAKHKQRKRLKSSCKRHP.... Result: 1 (interaction). (5) The miRNA is hsa-miR-518a-3p with sequence GAAAGCGCUUCCCUUUGCUGGA. The protein sequence of the target gene is MSGSKAESEEKAGSKQCPLVQVNEYKENEHIAYTSLRPIQITTLRKTAKVYLYPFSLSNSKLGLLKLSKSPVVNNSSKSVVHKKKDRKKTRRKVLTSKMKALSSKADSLLLKSSVDAYTESTRLGPKRTSDSATLSVDAESSDEDSAPGLDDFSGLSPYERKRLRNIRENANFFASLQLAESAARLRGMIKKRESPESKRKRPKKKENEIGCRRSMRLLKVDPLGVSLPASPTQPTLVEEEENPLLPPGPLEMIPENQDDSSELLKASLKTWAEMSQTSNEKTKKGLSSIKSYKANLSGM.... Result: 0 (no interaction). (6) The miRNA is hsa-miR-548g-5p with sequence UGCAAAAGUAAUUGCAGUUUUUG. The protein sequence of the target gene is MSQWTPEYNELYTLKVDMKSEIPSDAPKTQESLKGILLHPEPIGAAKSFPAGVEMINSKVGNEFSHLCDDSQKQEKEMNGNQQEQEKSLVVRKKRKSQQAGPSYVQNCVKENQGILGLRQHLGTPSDEDNDSSFSDCLSSPSSSLHFGDSDTVTSDEDKEVSVRHSQTILNAKSRSHSARSHKWPRTETESVSGLLMKRPCLHGSSLRRLPCRKRFVKNNSSQRTQKQKERILMQRKKREVLARRKYALLPSSSSSSENDLSSESSSSSSTEGEEDLFVSASENHQNNPAVPSGSIDEDV.... Result: 1 (interaction). (7) The miRNA is hsa-miR-4796-5p with sequence UGUCUAUACUCUGUCACUUUAC. The protein sequence of the target gene is MVQLRPRASRAPASAEAMVDEGQLASEEEEAEHGLLLGQPSSGAAAEPLEEDEEGDDEFDDEAPEELTFASAQAEAREEERRVRETVRRDKTLLKEKRKRREELFIEQKKRKLLPDTILEKLTTASQTNIKKSPGKVKEVNLQKKNEDCEKGNDSKKVKVQKVQSVSQNKSYLAVRLKDQDLRDSRQQAAQAFIHNSLYGPGTNRTTVNKFLSLANKRLPVKRAAVQFLNNAWGIQKKQNAKRFKRRWMVRKMKTKK. Result: 0 (no interaction). (8) The miRNA is hsa-miR-548m with sequence CAAAGGUAUUUGUGGUUUUUG. The protein sequence of the target gene is MSEETATSDNDNSYARVRAVVMTRDDSSGGWLPLGGSGLSSVTVFRVPHQEENGCADFFIRGERLRDKMVVLECMLKKDLIYNKVTPTFHHWKIDDKKFGLTFQSPADARAFDRGIRRAIEDISLGCPASKTEAEGGDDDLQTTEEDTSRSLVKDHFFQQETVVTSEPYRSSDIRPLPFEDLNARRVYLQSQVSQIPFSQQGLDIQSRSMEYVQRQISKECGSLKSQTRVPLKSIRHVSFQDEDEIVRINPRDILIRRYADYRHPDMWKNDLERDDTDSSVPFSKQDSKKSDYLYHCGDE.... Result: 0 (no interaction). (9) The miRNA is hsa-miR-302a-3p with sequence UAAGUGCUUCCAUGUUUUGGUGA. The protein sequence of the target gene is MATTVSTQRGPVYIGELPQDFLRITPTQQQRQVQLDAQAAQQLQYGGAVGTVGRLNITVVQAKLAKNYGMTRMDPYCRLRLGYAVYETPTAHNGAKNPRWNKVIHCTVPPGVDSFYLEIFDERAFSMDDRIAWTHITIPESLRQGKVEDKWYSLSGRQGDDKEGMINLVMSYALLPAAMVMPPQPVVLMPTVYQQGVGYVPITGMPAVCSPGMVPVALPPAAVNAQPRCSEEDLKAIQDMFPNMDQEVIRSVLEAQRGNKDAAINSLLQMGEEP. Result: 0 (no interaction). (10) The miRNA is mmu-miR-299a-3p with sequence UAUGUGGGACGGUAAACCGCUU. The protein sequence of the target gene is MDPSMGVNSVTISVEGMTCNSCVWTIEQQIGKVNGVHHIKVSLEEKNATIIYDPKLQTPKTLQEAIDDMGFDAVIHNPDPLPVLTDTLFLTVTASLTLPWDHIQSTLLKTKGVTDIKIYPQKRTVAVTIIPSIVNANQIKELVPELSLDTGTLEKKSGACEDHSMAQAGEVVLKMKVEGMTCHSCTSTIEGKIGKLQGVQRIKVSLDNQEATIVYQPHLISVEEMKKQIEAMGFPAFVKKQPKYLKLGAIDVERLKNTPVKSSEGSQQRSPSYTNDSTATFIIDGMHCKSCVSNIESTLS.... Result: 0 (no interaction).